Dataset: Full USPTO retrosynthesis dataset with 1.9M reactions from patents (1976-2016). Task: Predict the reactants needed to synthesize the given product. (1) Given the product [F:47][C:44]1[S:43][C:42]([NH:41][S:38]([N:32]2[CH2:31][CH2:30][C:29]3[C:34](=[CH:35][CH:36]=[CH:37][C:28]=3[C:19]3[CH:20]=[C:21]([C:24]([F:26])([F:25])[F:27])[CH:22]=[CH:23][C:18]=3[C:5]3[CH2:4][CH2:3][N:2]([CH3:1])[CH2:7][CH:6]=3)[CH2:33]2)(=[O:39])=[O:40])=[N:46][CH:45]=1, predict the reactants needed to synthesize it. The reactants are: [CH3:1][N:2]1[CH2:7][CH:6]=[C:5](B2OC(C)(C)C(C)(C)O2)[CH2:4][CH2:3]1.Br[C:18]1[CH:23]=[CH:22][C:21]([C:24]([F:27])([F:26])[F:25])=[CH:20][C:19]=1[C:28]1[CH:37]=[CH:36][CH:35]=[C:34]2[C:29]=1[CH2:30][CH2:31][N:32]([S:38]([NH:41][C:42]1[S:43][C:44]([F:47])=[CH:45][N:46]=1)(=[O:40])=[O:39])[CH2:33]2.P([O-])([O-])([O-])=O.[K+].[K+].[K+]. (2) Given the product [C:11]([N:14]1[CH2:19][CH2:18][N:17]([C:20]2[CH:27]=[CH:26][C:23]([C:24]3[NH:6][C:4](=[O:5])[C:3]4[C:2](=[CH:10][CH:9]=[CH:8][CH:7]=4)[N:1]=3)=[CH:22][CH:21]=2)[CH2:16][CH2:15]1)(=[O:13])[CH3:12], predict the reactants needed to synthesize it. The reactants are: [NH2:1][C:2]1[CH:10]=[CH:9][CH:8]=[CH:7][C:3]=1[C:4]([NH2:6])=[O:5].[C:11]([N:14]1[CH2:19][CH2:18][N:17]([C:20]2[CH:27]=[CH:26][C:23]([CH:24]=O)=[CH:22][CH:21]=2)[CH2:16][CH2:15]1)(=[O:13])[CH3:12].CC1C=CC(S(O)(=O)=O)=CC=1.OS([O-])=O.[Na+]. (3) Given the product [CH:7]1([C:10]2[CH:11]=[CH:13][NH:12][C:14]=2[C:15]([O:17][CH2:18][CH3:19])=[O:16])[CH2:9][CH2:8]1, predict the reactants needed to synthesize it. The reactants are: C([O-])([O-])=O.[Cs+].[Cs+].[CH:7]1([C:10]#[CH:11])[CH2:9][CH2:8]1.[N+:12]([CH2:14][C:15]([O:17][CH2:18][CH3:19])=[O:16])#[C-:13]. (4) The reactants are: [H-].[Na+].[CH3:3][C:4]1[CH:5]=[C:6]([OH:12])[CH:7]=[C:8]([CH3:11])[C:9]=1[Br:10].S(O[CH2:24][P:25](=[O:32])([O:29][CH2:30][CH3:31])[O:26][CH2:27][CH3:28])(C1C=CC(C)=CC=1)(=O)=O.O. Given the product [CH3:3][C:4]1[CH:5]=[C:6]([CH:7]=[C:8]([CH3:11])[C:9]=1[Br:10])[O:12][CH2:24][P:25](=[O:32])([O:29][CH2:30][CH3:31])[O:26][CH2:27][CH3:28], predict the reactants needed to synthesize it. (5) Given the product [CH2:18]([O:17][C:15]([CH:12]1[CH2:13][CH2:14][C:9]2([CH2:20][NH:21][C:7](=[O:6])[CH2:8]2)[CH2:10][CH2:11]1)=[O:16])[CH3:19], predict the reactants needed to synthesize it. The reactants are: [Cl-].[NH4+].O.C([O:6][C:7](=O)[CH2:8][C:9]1([CH2:20][N+:21]([O-])=O)[CH2:14][CH2:13][CH:12]([C:15]([O:17][CH2:18][CH3:19])=[O:16])[CH2:11][CH2:10]1)C. (6) Given the product [N+:25]([C:28]1[CH:33]=[CH:32][C:31]([S:34][C:2]2[CH:18]=[CH:17][CH:16]=[CH:15][C:3]=2[C:4]([NH:6][C:7]2[CH:12]=[CH:11][CH:10]=[CH:9][C:8]=2[O:13][CH3:14])=[O:5])=[CH:30][CH:29]=1)([O-:27])=[O:26], predict the reactants needed to synthesize it. The reactants are: I[C:2]1[CH:18]=[CH:17][CH:16]=[CH:15][C:3]=1[C:4]([NH:6][C:7]1[CH:12]=[CH:11][CH:10]=[CH:9][C:8]=1[O:13][CH3:14])=[O:5].C([O-])([O-])=O.[K+].[K+].[N+:25]([C:28]1[CH:33]=[CH:32][C:31]([SH:34])=[CH:30][CH:29]=1)([O-:27])=[O:26].C(O)CO. (7) Given the product [CH3:11][O:10][C:7]1[CH:8]=[CH:9][C:4]([CH2:3][N+:2]([O-:16])=[O:1])=[CH:5][N:6]=1, predict the reactants needed to synthesize it. The reactants are: [OH:1][N:2]=[CH:3][C:4]1[CH:5]=[N:6][C:7]([O:10][CH3:11])=[CH:8][CH:9]=1.C(#N)C.P([O-])([O-])([O-])=[O:16].S([O-])(O[O-])(=O)=O.[K+].[K+]. (8) Given the product [CH3:1][O:2][C:3](=[O:4])[CH:5]([CH2:9][CH:8]=[O:12])[CH2:6][CH:7]=[O:10], predict the reactants needed to synthesize it. The reactants are: [CH3:1][O:2][C:3]([CH:5]1[CH2:9][CH:8]=[CH:7][CH2:6]1)=[O:4].[OH2:10].C[OH:12]. (9) Given the product [Br:11][C:5]1[CH:4]=[CH:3][C:2]([NH:1][C:13]([C:14]([OH:16])=[O:15])([CH3:18])[CH3:17])=[CH:10][C:6]=1[C:7]([OH:9])=[O:8], predict the reactants needed to synthesize it. The reactants are: [NH2:1][C:2]1[CH:3]=[CH:4][C:5]([Br:11])=[C:6]([CH:10]=1)[C:7]([OH:9])=[O:8].Br[C:13]([CH3:18])([CH3:17])[C:14]([OH:16])=[O:15].C(N(CC)CC)C.